This data is from Forward reaction prediction with 1.9M reactions from USPTO patents (1976-2016). The task is: Predict the product of the given reaction. (1) Given the reactants Br[C:2]1[CH:11]=[C:10]2[C:5]([N:6]([C:19]([CH:21]3[CH2:23][CH2:22]3)=[O:20])[C@@H:7]([CH3:18])[CH2:8][N:9]2[C:12]([O:14][CH:15]([CH3:17])[CH3:16])=[O:13])=[CH:4][CH:3]=1.O1CCOCC1.C(=O)([O-])[O-].[Cs+].[Cs+].CC1(C)C(C)(C)OB([C:44]2[CH:45]=[N:46][N:47](C(OC(C)(C)C)=O)[CH:48]=2)O1, predict the reaction product. The product is: [CH:21]1([C:19]([N:6]2[C:5]3[C:10](=[CH:11][C:2]([C:44]4[CH:45]=[N:46][NH:47][CH:48]=4)=[CH:3][CH:4]=3)[N:9]([C:12]([O:14][CH:15]([CH3:17])[CH3:16])=[O:13])[CH2:8][C@@H:7]2[CH3:18])=[O:20])[CH2:23][CH2:22]1. (2) Given the reactants C([O:4][C:5]1[CH:6]=[C:7]([CH:23]=[CH:24][CH:25]=1)[C:8]1[CH:9]([CH3:22])[O:10][C:11]2[C:16]([CH:17]=1)=[CH:15][CH:14]=[C:13]([O:18]C(=O)C)[CH:12]=2)(=O)C.[OH-].[K+].C(O)(=O)C, predict the reaction product. The product is: [OH:4][C:5]1[CH:6]=[C:7]([CH:23]=[CH:24][CH:25]=1)[C:8]1[CH:9]([CH3:22])[O:10][C:11]2[C:16]([CH:17]=1)=[CH:15][CH:14]=[C:13]([OH:18])[CH:12]=2. (3) Given the reactants CN1[CH2:7][CH2:6][N:5]([C:8]2[CH:13]=[CH:12][C:11]([NH:14][C:15]3[N:16]=[CH:17][C:18]4[C:39](=[O:40])[N:22]5[N:23]([C:33]6[CH:38]=[CH:37][CH:36]=[CH:35][N:34]=6)[C:24]6[CH:25]=[C:26](C(O)=O)[CH:27]=[CH:28][C:29]=6[C:21]5=[N:20][C:19]=4[N:41]=3)=[CH:10][CH:9]=2)[CH2:4][CH2:3]1.[Cl-].[NH4+:43].Cl.[CH3:45][N:46](C)CCCN=C=NCC.[OH2:56].ON1C2C=CC=C[C:61]=2N=N1, predict the reaction product. The product is: [CH3:61][N:43]1[CH2:7][CH2:6][N:5]([C:8]2[CH:13]=[CH:12][C:11]([NH:14][C:15]3[N:16]=[CH:17][C:18]4[C:39](=[O:40])[N:22]5[N:23]([C:33]6[CH:38]=[CH:37][CH:36]=[CH:35][N:34]=6)[C:24]6[CH:25]=[C:26]([C:45]([NH2:46])=[O:56])[CH:27]=[CH:28][C:29]=6[C:21]5=[N:20][C:19]=4[N:41]=3)=[CH:10][CH:9]=2)[CH2:4][CH2:3]1.